From a dataset of Peptide-MHC class II binding affinity with 134,281 pairs from IEDB. Regression. Given a peptide amino acid sequence and an MHC pseudo amino acid sequence, predict their binding affinity value. This is MHC class II binding data. (1) The peptide sequence is IQDLEKYVEDTKIDL. The MHC is DRB5_0101 with pseudo-sequence DRB5_0101. The binding affinity (normalized) is 0.0974. (2) The peptide sequence is ASEVFKAVEAYLVAH. The MHC is DRB1_0404 with pseudo-sequence DRB1_0404. The binding affinity (normalized) is 0.171.